This data is from Forward reaction prediction with 1.9M reactions from USPTO patents (1976-2016). The task is: Predict the product of the given reaction. (1) The product is: [C:22]([N:7]1[CH2:6][CH2:5][C:4]2[N:3]=[C:2]([Cl:1])[CH:11]=[CH:10][C:9]=2[CH:8]1[CH2:12][CH:13]=[CH2:14])(=[O:25])[CH:23]=[CH2:24]. Given the reactants [Cl:1][C:2]1[CH:11]=[CH:10][C:9]2[CH:8]([CH2:12][CH:13]=[CH2:14])[NH:7][CH2:6][CH2:5][C:4]=2[N:3]=1.C(N(CC)CC)C.[C:22](Cl)(=[O:25])[CH:23]=[CH2:24], predict the reaction product. (2) Given the reactants [C:1]([C:4]1[C:16]2[NH:15][C:14]3[C:9](=[CH:10][CH:11]=[C:12]([C:17]([N:19]4[CH2:24][CH2:23][O:22][CH2:21][CH2:20]4)=[O:18])[CH:13]=3)[C:8]=2[CH:7]=[C:6]([CH:25]2[CH2:30][CH2:29][N:28](C(OC(C)(C)C)=O)[CH2:27][CH2:26]2)[CH:5]=1)(=[O:3])[NH2:2].FC(F)(F)C(O)=O, predict the reaction product. The product is: [N:19]1([C:17]([C:12]2[CH:13]=[C:14]3[C:9]([C:8]4[CH:7]=[C:6]([CH:25]5[CH2:30][CH2:29][NH:28][CH2:27][CH2:26]5)[CH:5]=[C:4]([C:1]([NH2:2])=[O:3])[C:16]=4[NH:15]3)=[CH:10][CH:11]=2)=[O:18])[CH2:20][CH2:21][O:22][CH2:23][CH2:24]1. (3) Given the reactants [C:1]([O:5][C:6]([NH:8][C@H:9]([CH2:38][C:39]1[CH:44]=[C:43]([F:45])[C:42]([F:46])=[CH:41][C:40]=1[F:47])[CH2:10][C:11]([N:13]1[CH2:17][CH2:16][S:15][C@H:14]1[C:18]([NH:20][CH2:21][C:22]1[CH:37]=[CH:36][C:25]([O:26][C@@H:27]([CH:33]([CH3:35])[CH3:34])[C:28]([O:30]CC)=[O:29])=[CH:24][CH:23]=1)=[O:19])=[O:12])=[O:7])([CH3:4])([CH3:3])[CH3:2].O[Li].O, predict the reaction product. The product is: [C:1]([O:5][C:6]([NH:8][C@H:9]([CH2:38][C:39]1[CH:44]=[C:43]([F:45])[C:42]([F:46])=[CH:41][C:40]=1[F:47])[CH2:10][C:11]([N:13]1[CH2:17][CH2:16][S:15][C@H:14]1[C:18]([NH:20][CH2:21][C:22]1[CH:23]=[CH:24][C:25]([O:26][C@@H:27]([CH:33]([CH3:34])[CH3:35])[C:28]([OH:30])=[O:29])=[CH:36][CH:37]=1)=[O:19])=[O:12])=[O:7])([CH3:3])([CH3:4])[CH3:2]. (4) Given the reactants [NH2:1][C:2]1[N:7]=[CH:6][C:5](B(O)O)=[C:4]([Cl:11])[CH:3]=1.Br[C:13]1[S:14][CH:15]=[C:16]([CH3:18])[N:17]=1.C([O-])([O-])=O.[Na+].[Na+], predict the reaction product. The product is: [Cl:11][C:4]1[C:5]([C:13]2[S:14][CH:15]=[C:16]([CH3:18])[N:17]=2)=[CH:6][N:7]=[C:2]([NH2:1])[CH:3]=1.